This data is from Full USPTO retrosynthesis dataset with 1.9M reactions from patents (1976-2016). The task is: Predict the reactants needed to synthesize the given product. (1) The reactants are: [Cl:1][C:2]1[CH:29]=[C:28]([F:30])[C:27]([F:31])=[CH:26][C:3]=1[C:4]([NH:6][C:7](=[O:25])[NH:8][C:9]1[CH:18]=[CH:17][C:12]([C:13]([O:15]C)=[O:14])=[CH:11][C:10]=1[CH:19]=[CH:20][C:21]([O:23][CH3:24])=[O:22])=[O:5].O.[OH-].[Li+].Cl. Given the product [Cl:1][C:2]1[CH:29]=[C:28]([F:30])[C:27]([F:31])=[CH:26][C:3]=1[C:4]([NH:6][C:7](=[O:25])[NH:8][C:9]1[CH:18]=[CH:17][C:12]([C:13]([OH:15])=[O:14])=[CH:11][C:10]=1[CH:19]=[CH:20][C:21]([O:23][CH3:24])=[O:22])=[O:5], predict the reactants needed to synthesize it. (2) Given the product [C:1]([O:5][C:6]([N:8]1[CH2:9][CH:10]([CH2:12][N:14]2[CH2:19][CH2:18][CH:17]([C:20]3[CH:25]=[CH:24][CH:23]=[C:22]([NH:26][C:27](=[O:29])[CH3:28])[CH:21]=3)[CH2:16][CH2:15]2)[CH2:11]1)=[O:7])([CH3:2])([CH3:3])[CH3:4], predict the reactants needed to synthesize it. The reactants are: [C:1]([O:5][C:6]([N:8]1[CH2:11][CH:10]([CH:12]=O)[CH2:9]1)=[O:7])([CH3:4])([CH3:3])[CH3:2].[NH:14]1[CH2:19][CH2:18][CH:17]([C:20]2[CH:21]=[C:22]([NH:26][C:27](=[O:29])[CH3:28])[CH:23]=[CH:24][CH:25]=2)[CH2:16][CH2:15]1.[BH4-].[Na+].[OH-].[Na+]. (3) Given the product [CH3:1][O:2][C:3](=[O:12])[CH2:4][C:5]1[CH:6]=[C:7]([C:13]2[CH:18]=[CH:17][CH:16]=[CH:15][CH:14]=2)[CH:8]=[CH:9][CH:10]=1, predict the reactants needed to synthesize it. The reactants are: [CH3:1][O:2][C:3](=[O:12])[CH2:4][C:5]1[CH:10]=[CH:9][CH:8]=[C:7](Br)[CH:6]=1.[C:13]1(B(O)O)[CH:18]=[CH:17][CH:16]=[CH:15][CH:14]=1.C(=O)([O-])[O-].[Na+].[Na+].[Cl-].[NH4+]. (4) Given the product [OH:22][C:21]1[CH:14]=[CH:12][CH:11]=[CH:17][C:18]=1[C:19]1[S:5][CH2:4][C@:2]([CH3:1])([C:6]([OH:8])=[O:7])[N:3]=1, predict the reactants needed to synthesize it. The reactants are: [CH3:1][C@:2]([C:6]([OH:8])=[O:7])([CH2:4][SH:5])[NH2:3].CO[C:11](=O)[C@@H:12]([CH2:14]S)N.[CH3:17][C:18]([CH:21]=[O:22])(C)[CH3:19].C([N-]C(C)C)(C)C.[Li+]. (5) Given the product [CH:32]1([C:8]2[C:7]([C:5]3[NH:1][C:2]([O:6][CH3:38])=[N:3][N:4]=3)=[CH:29][C:11]([C:12]([N:14]3[CH2:15][CH2:16][C:17]([C:21]4[CH:22]=[CH:23][C:24]([C:25]#[N:26])=[CH:27][CH:28]=4)([F:20])[CH2:18][CH2:19]3)=[O:13])=[C:10]([CH2:30][CH3:31])[CH:9]=2)[CH2:35][CH2:34][CH2:33]1, predict the reactants needed to synthesize it. The reactants are: [NH2:1][C:2]1[O:6][C:5]([C:7]2[C:8]([CH:32]3[CH2:35][CH2:34][CH2:33]3)=[CH:9][C:10]([CH2:30][CH3:31])=[C:11]([CH:29]=2)[C:12]([N:14]2[CH2:19][CH2:18][C:17]([C:21]3[CH:28]=[CH:27][C:24]([C:25]#[N:26])=[CH:23][CH:22]=3)([F:20])[CH2:16][CH2:15]2)=[O:13])=[N:4][N:3]=1.[OH-].[K+].[CH3:38]O. (6) Given the product [CH2:1]([O:8][C:9]1[CH:16]=[CH:15][C:12](/[CH:13]=[C:25]2/[C:23](=[O:24])[NH:22][C:20](=[S:21])[S:19]/2)=[CH:11][C:10]=1[O:17][CH3:18])[C:2]1[CH:7]=[CH:6][CH:5]=[CH:4][CH:3]=1, predict the reactants needed to synthesize it. The reactants are: [CH2:1]([O:8][C:9]1[CH:16]=[CH:15][C:12]([CH:13]=O)=[CH:11][C:10]=1[O:17][CH3:18])[C:2]1[CH:7]=[CH:6][CH:5]=[CH:4][CH:3]=1.[S:19]1[CH2:25][C:23](=[O:24])[NH:22][C:20]1=[S:21].C([O-])(=O)C.[Na+].O.